Dataset: Forward reaction prediction with 1.9M reactions from USPTO patents (1976-2016). Task: Predict the product of the given reaction. (1) Given the reactants [CH2:1]([P:3]([CH2:6][CH3:7])(=[O:5])[O-:4])[CH3:2].[Na+].[OH-].[Al+3:10].[OH-].[OH-], predict the reaction product. The product is: [CH2:1]([P:3]([CH2:6][CH3:7])(=[O:4])[O-:5])[CH3:2].[Al+3:10].[CH2:1]([P:3]([CH2:6][CH3:7])(=[O:4])[O-:5])[CH3:2].[CH2:1]([P:3]([CH2:6][CH3:7])(=[O:4])[O-:5])[CH3:2]. (2) Given the reactants C([O:8][C:9]1[CH:38]=[CH:37][C:12]([O:13][CH2:14][C@@H:15]([OH:36])[CH2:16][N:17](CC2C=CC=CC=2)[C@@H:18]([CH2:21][C:22]2[CH:27]=[CH:26][C:25]([OH:28])=[CH:24][CH:23]=2)[CH2:19][OH:20])=[CH:11][C:10]=1[CH2:39][OH:40])C1C=CC=CC=1.[H][H], predict the reaction product. The product is: [OH:8][C:9]1[CH:38]=[CH:37][C:12]([O:13][CH2:14][C@@H:15]([OH:36])[CH2:16][NH:17][C@@H:18]([CH2:21][C:22]2[CH:23]=[CH:24][C:25]([OH:28])=[CH:26][CH:27]=2)[CH2:19][OH:20])=[CH:11][C:10]=1[CH2:39][OH:40]. (3) Given the reactants [F:1][C:2]1[CH:3]=[CH:4][C:5]([CH3:9])=[C:6]([OH:8])[CH:7]=1.[H-].[Na+].[C:12]([O:16][C:17]([N:19]1[CH2:24][CH2:23][N:22]([C:25]([C:27]2[C:35]3[C:30](=[CH:31][CH:32]=[CH:33][CH:34]=3)[N:29]([C:36]3[CH:41]=[CH:40][CH:39]=[CH:38][CH:37]=3)[C:28]=2Cl)=[O:26])[CH2:21][CH2:20]1)=[O:18])([CH3:15])([CH3:14])[CH3:13], predict the reaction product. The product is: [C:12]([O:16][C:17]([N:19]1[CH2:20][CH2:21][N:22]([C:25]([C:27]2[C:35]3[C:30](=[CH:31][CH:32]=[CH:33][CH:34]=3)[N:29]([C:36]3[CH:41]=[CH:40][CH:39]=[CH:38][CH:37]=3)[C:28]=2[O:8][C:6]2[CH:7]=[C:2]([F:1])[CH:3]=[CH:4][C:5]=2[CH3:9])=[O:26])[CH2:23][CH2:24]1)=[O:18])([CH3:15])([CH3:13])[CH3:14]. (4) Given the reactants [CH3:1][O:2][C:3]1[CH:11]=[CH:10][CH:9]=[C:8]2[C:4]=1[CH:5]=[CH:6][NH:7]2.Br[CH2:13][CH2:14][CH2:15][CH3:16], predict the reaction product. The product is: [CH2:13]([N:7]1[C:8]2[C:4](=[C:3]([O:2][CH3:1])[CH:11]=[CH:10][CH:9]=2)[CH:5]=[CH:6]1)[CH2:14][CH2:15][CH3:16].